This data is from Forward reaction prediction with 1.9M reactions from USPTO patents (1976-2016). The task is: Predict the product of the given reaction. (1) Given the reactants [Cl:1][C:2]1[C:11]2[C:6](=[CH:7][C:8]([NH:13][CH:14]3[CH2:18][CH2:17][CH2:16][CH2:15]3)=[C:9]([CH3:12])[CH:10]=2)[CH:5]=[CH:4][N:3]=1.[H-].[Na+].[C:21](Cl)(=[O:23])[CH3:22], predict the reaction product. The product is: [Cl:1][C:2]1[C:11]2[C:6](=[CH:7][C:8]([N:13]([CH:14]3[CH2:15][CH2:16][CH2:17][CH2:18]3)[C:21](=[O:23])[CH3:22])=[C:9]([CH3:12])[CH:10]=2)[CH:5]=[CH:4][N:3]=1. (2) Given the reactants [Cl:1][C:2]1[CH:7]=[CH:6][C:5]([C:8]2[CH:13]=[CH:12][N:11]3[C:14](=[O:17])[NH:15][N:16]=[C:10]3[C:9]=2[C:18]2[CH:23]=[CH:22][N:21]=[CH:20][CH:19]=2)=[CH:4][CH:3]=1.[Cl:24][C:25]1[C:30]([CH2:31]Cl)=[CH:29][CH:28]=[C:27]([C:33]([F:36])([F:35])[F:34])[N:26]=1.C([O-])([O-])=O.[K+].[K+], predict the reaction product. The product is: [Cl:24][C:25]1[C:30]([CH2:31][N:15]2[C:14](=[O:17])[N:11]3[CH:12]=[CH:13][C:8]([C:5]4[CH:6]=[CH:7][C:2]([Cl:1])=[CH:3][CH:4]=4)=[C:9]([C:18]4[CH:19]=[CH:20][N:21]=[CH:22][CH:23]=4)[C:10]3=[N:16]2)=[CH:29][CH:28]=[C:27]([C:33]([F:34])([F:35])[F:36])[N:26]=1. (3) Given the reactants [CH2:1]([O:8][C:9]1[CH:14]=[CH:13][C:12](Br)=[CH:11][N:10]=1)[C:2]1[CH:7]=[CH:6][CH:5]=[CH:4][CH:3]=1.[Br:16][C:17]1[CH:28]=[CH:27][C:20]([C:21](N(OC)C)=[O:22])=[CH:19][CH:18]=1, predict the reaction product. The product is: [CH2:1]([O:8][C:9]1[N:10]=[CH:11][C:12]([C:21]([C:20]2[CH:27]=[CH:28][C:17]([Br:16])=[CH:18][CH:19]=2)=[O:22])=[CH:13][CH:14]=1)[C:2]1[CH:7]=[CH:6][CH:5]=[CH:4][CH:3]=1. (4) Given the reactants [CH2:1]([N:3]1[C:12]2[C:11](=S)[NH:10][CH2:9][C:8]([C:14]3[CH:19]=[CH:18][CH:17]=[CH:16][CH:15]=3)=[N:7][C:6]=2[C:5]([CH:20]([CH3:22])[CH3:21])=[N:4]1)[CH3:2].[OH-:23].[Na+], predict the reaction product. The product is: [CH2:1]([N:3]1[C:12]2[C:11](=[O:23])[NH:10][CH2:9][C:8]([C:14]3[CH:19]=[CH:18][CH:17]=[CH:16][CH:15]=3)=[N:7][C:6]=2[C:5]([CH:20]([CH3:22])[CH3:21])=[N:4]1)[CH3:2]. (5) Given the reactants [CH:1]1([CH2:4][O:5][C:6]2[CH:7]=[C:8]3[C:13](=[CH:14][CH:15]=2)[C:12]([C@@H:16]2[CH2:21][O:20][C@@H:19]([CH2:22][CH2:23][CH2:24][NH2:25])[O:18][CH2:17]2)=[CH:11][CH:10]=[CH:9]3)[CH2:3][CH2:2]1.Cl[C:27]([O:29][C:30]1[CH:35]=[CH:34][C:33]([Cl:36])=[CH:32][CH:31]=1)=[O:28].C(N(CC)C(C)C)(C)C, predict the reaction product. The product is: [CH:1]1([CH2:4][O:5][C:6]2[CH:7]=[C:8]3[C:13](=[CH:14][CH:15]=2)[C:12]([C@@H:16]2[CH2:21][O:20][C@@H:19]([CH2:22][CH2:23][CH2:24][NH:25][C:27](=[O:28])[O:29][C:30]4[CH:35]=[CH:34][C:33]([Cl:36])=[CH:32][CH:31]=4)[O:18][CH2:17]2)=[CH:11][CH:10]=[CH:9]3)[CH2:2][CH2:3]1.